Predict the reaction yield, written as a fraction of the theoretical maximum amount of product (1.0 means a 100% yield; for example, 0.34 means a 34% yield). From a dataset of Reaction yield outcomes from USPTO patents with 853,638 reactions. (1) The catalyst is C1COCC1.O=[Mn]=O. The reactants are [Cl:1][C:2]1[C:7]([O:8][CH2:9][CH3:10])=[CH:6][C:5]([CH2:11][OH:12])=[CH:4][C:3]=1[O:13][CH2:14][CH3:15]. The product is [Cl:1][C:2]1[C:7]([O:8][CH2:9][CH3:10])=[CH:6][C:5]([CH:11]=[O:12])=[CH:4][C:3]=1[O:13][CH2:14][CH3:15]. The yield is 0.920. (2) The reactants are [OH:1][C@H:2]1[C@H:7]([CH3:8])[CH2:6][CH2:5][C@@H:4]([NH:9][C:10](=[O:16])[O:11][C:12]([CH3:15])([CH3:14])[CH3:13])[CH2:3]1.O[C@@H]1[C@@H](C)CC[C@@H](NC(=O)OC(C)(C)C)C1.O[C@H]1[C@H](C)CC[C@H](NC(=O)OC(C)(C)C)C1. No catalyst specified. The product is [OH:1][C@@H:2]1[C@@H:7]([CH3:8])[CH2:6][CH2:5][C@H:4]([NH:9][C:10](=[O:16])[O:11][C:12]([CH3:15])([CH3:14])[CH3:13])[CH2:3]1. The yield is 0.720.